This data is from Reaction yield outcomes from USPTO patents with 853,638 reactions. The task is: Predict the reaction yield, written as a fraction of the theoretical maximum amount of product (1.0 means a 100% yield; for example, 0.34 means a 34% yield). (1) The reactants are C[N:2](C)[CH:3]=[CH:4][C:5]([C:7]1[C:12](=[O:13])[CH:11]=[CH:10][N:9]([C:14]2[CH:19]=[CH:18][CH:17]=[CH:16][C:15]=2[C:20]([F:23])([F:22])[F:21])[N:8]=1)=O.[C:25]1([NH:31]N)[CH:30]=[CH:29][CH:28]=[CH:27][CH:26]=1. The catalyst is CO. The product is [C:25]1([N:31]2[C:5]([C:7]3[C:12](=[O:13])[CH:11]=[CH:10][N:9]([C:14]4[CH:19]=[CH:18][CH:17]=[CH:16][C:15]=4[C:20]([F:23])([F:22])[F:21])[N:8]=3)=[CH:4][CH:3]=[N:2]2)[CH:30]=[CH:29][CH:28]=[CH:27][CH:26]=1. The yield is 0.120. (2) The reactants are [C:1](O)(=[O:5])[C:2]([CH3:4])=O.[CH3:7][O:8][C:9]1[CH:10]=[C:11]([NH2:16])[C:12]([NH2:15])=[CH:13][CH:14]=1.[OH-].[Na+]. The catalyst is S(=O)(=O)(O)O. The product is [CH3:7][O:8][C:9]1[CH:10]=[C:11]2[C:12]([N:15]=[C:2]([CH3:4])[C:1](=[O:5])[NH:16]2)=[CH:13][CH:14]=1. The yield is 0.910. (3) The product is [F:1][C:2]1[CH:10]=[C:9]([C:11]([F:14])([F:13])[F:12])[CH:8]=[CH:7][C:3]=1[C:4]([NH:23][C:21]1[CH:20]=[CH:19][N:18]=[C:17]([O:16][CH3:15])[CH:22]=1)=[O:5]. The yield is 0.740. The reactants are [F:1][C:2]1[CH:10]=[C:9]([C:11]([F:14])([F:13])[F:12])[CH:8]=[CH:7][C:3]=1[C:4](Cl)=[O:5].[CH3:15][O:16][C:17]1[CH:22]=[C:21]([NH2:23])[CH:20]=[CH:19][N:18]=1.N1C=CC=CC=1.Cl. The catalyst is ClCCl. (4) The reactants are [F:1][C:2]1[C:10]2[C:5](=[N:6][CH:7]=[CH:8][CH:9]=2)[N:4]([C:11]2[CH:16]=[CH:15][CH:14]=[C:13]([F:17])[CH:12]=2)[C:3]=1[CH:18]([NH:20]C(=O)OC(C)(C)C)[CH3:19].FC(F)(F)C(O)=O. The catalyst is C(Cl)Cl. The product is [F:1][C:2]1[C:10]2[C:5](=[N:6][CH:7]=[CH:8][CH:9]=2)[N:4]([C:11]2[CH:16]=[CH:15][CH:14]=[C:13]([F:17])[CH:12]=2)[C:3]=1[CH:18]([NH2:20])[CH3:19]. The yield is 0.940. (5) The reactants are [C:1]([N:6]1[C@H:10]([C:11]2[CH:16]=[CH:15][CH:14]=[CH:13][CH:12]=2)[CH2:9][O:8][C:7]1=[O:17])(=[O:5])/[CH:2]=[CH:3]/[CH3:4].[CH2:18]([N:25](C[Si](C)(C)C)[CH2:26]OC)[C:19]1[CH:24]=[CH:23][CH:22]=[CH:21][CH:20]=1.[C:34](O)(C(F)(F)F)=O. The catalyst is C1(C)C=CC=CC=1.C(Cl)Cl. The product is [CH2:18]([N:25]1[CH2:4][C@@H:3]([CH3:34])[C@H:2]([C:1]([N:6]2[C@H:10]([C:11]3[CH:12]=[CH:13][CH:14]=[CH:15][CH:16]=3)[CH2:9][O:8][C:7]2=[O:17])=[O:5])[CH2:26]1)[C:19]1[CH:24]=[CH:23][CH:22]=[CH:21][CH:20]=1.[CH2:18]([N:25]1[CH2:4][C@H:3]([CH3:34])[C@@H:2]([C:1]([N:6]2[C@H:10]([C:11]3[CH:12]=[CH:13][CH:14]=[CH:15][CH:16]=3)[CH2:9][O:8][C:7]2=[O:17])=[O:5])[CH2:26]1)[C:19]1[CH:24]=[CH:23][CH:22]=[CH:21][CH:20]=1. The yield is 0.640.